This data is from Full USPTO retrosynthesis dataset with 1.9M reactions from patents (1976-2016). The task is: Predict the reactants needed to synthesize the given product. Given the product [O:27]1[CH2:26][CH:25]([O:24][C:22](=[O:23])[NH:21][C@@H:13]([CH2:14][C:15]2[CH:16]=[CH:17][CH:18]=[CH:19][CH:20]=2)[C@H:12]([OH:31])[CH2:11][NH:10][CH2:32][C:33]([CH3:39])([CH3:38])[CH2:34][CH2:35][C:36]#[N:37])[CH2:30][O:29][CH2:28]1, predict the reactants needed to synthesize it. The reactants are: C(OC(=O)[N:10]([CH2:32][C:33]([CH3:39])([CH3:38])[CH2:34][CH2:35][C:36]#[N:37])[CH2:11][C@@H:12]([OH:31])[C@@H:13]([NH:21][C:22]([O:24][CH:25]1[CH2:30][O:29][CH2:28][O:27][CH2:26]1)=[O:23])[CH2:14][C:15]1[CH:20]=[CH:19][CH:18]=[CH:17][CH:16]=1)C1C=CC=CC=1.[H][H].